This data is from Forward reaction prediction with 1.9M reactions from USPTO patents (1976-2016). The task is: Predict the product of the given reaction. (1) Given the reactants [CH:1]1([C:4]([NH:10]S(C(C)(C)C)=O)([CH3:9])[CH2:5][C:6]([NH2:8])=[O:7])[CH2:3][CH2:2]1.Cl.O1CCOCC1, predict the reaction product. The product is: [NH2:10][C:4]([CH:1]1[CH2:3][CH2:2]1)([CH3:9])[CH2:5][C:6]([NH2:8])=[O:7]. (2) Given the reactants [CH3:1][C:2]1([CH3:16])[C:6]([CH3:8])([CH3:7])[O:5][B:4]([C:9]2[CH:10]=[CH:11][C:12]([NH2:15])=[N:13][CH:14]=2)[O:3]1.Br[CH2:18][C:19]([C:21]1[CH:26]=[CH:25][C:24]([Cl:27])=[CH:23][CH:22]=1)=O.C(=O)([O-])O.[Na+], predict the reaction product. The product is: [Cl:27][C:24]1[CH:25]=[CH:26][C:21]([C:19]2[N:15]=[C:12]3[CH:11]=[CH:10][C:9]([B:4]4[O:3][C:2]([CH3:16])([CH3:1])[C:6]([CH3:7])([CH3:8])[O:5]4)=[CH:14][N:13]3[CH:18]=2)=[CH:22][CH:23]=1. (3) Given the reactants CC1C=CC(S(OC[CH2:13][CH2:14][C:15]2[CH:23]=[CH:22][CH:21]=[C:20]3[C:16]=2[C:17]([S:24]([C:27]2[CH:32]=[CH:31][CH:30]=[CH:29][CH:28]=2)(=[O:26])=[O:25])=[CH:18][NH:19]3)(=O)=O)=CC=1.[CH2:33]([NH:35][CH3:36])[CH3:34].[CH2:37]1COCC1, predict the reaction product. The product is: [CH2:33]([N:35]([CH3:37])[CH2:36][CH2:13][CH2:14][C:15]1[CH:23]=[CH:22][CH:21]=[C:20]2[C:16]=1[C:17]([S:24]([C:27]1[CH:32]=[CH:31][CH:30]=[CH:29][CH:28]=1)(=[O:26])=[O:25])=[CH:18][NH:19]2)[CH3:34]. (4) Given the reactants [CH3:1][C:2]1[CH:10]=[C:9]([CH3:11])[CH:8]=[CH:7][C:3]=1[C:4]([OH:6])=[O:5].S(=O)(=O)(O)O.[OH-].[Ca+2].[OH-].[CH2:20](O)[CH3:21], predict the reaction product. The product is: [CH3:1][C:2]1[CH:10]=[C:9]([CH3:11])[CH:8]=[CH:7][C:3]=1[C:4]([O:6][CH2:20][CH3:21])=[O:5].